This data is from Retrosynthesis with 50K atom-mapped reactions and 10 reaction types from USPTO. The task is: Predict the reactants needed to synthesize the given product. Given the product Cn1ccc2cc(N(C(=O)c3cc(-c4ccc(O)cc4C(=O)N4Cc5ccccc5C[C@H]4CN4CCOCC4)n4c3CCCC4)c3ccc(O[Si](C)(C)C(C)(C)C)cc3)cnc21, predict the reactants needed to synthesize it. The reactants are: Cn1ccc2cc(N(C(=O)c3cc(-c4ccc(OCc5ccccc5)cc4C(=O)N4Cc5ccccc5C[C@H]4CN4CCOCC4)n4c3CCCC4)c3ccc(O[Si](C)(C)C(C)(C)C)cc3)cnc21.